Dataset: NCI-60 drug combinations with 297,098 pairs across 59 cell lines. Task: Regression. Given two drug SMILES strings and cell line genomic features, predict the synergy score measuring deviation from expected non-interaction effect. (1) Drug 1: C1CCC(C1)C(CC#N)N2C=C(C=N2)C3=C4C=CNC4=NC=N3. Drug 2: CN(C)C1=NC(=NC(=N1)N(C)C)N(C)C. Cell line: COLO 205. Synergy scores: CSS=-5.19, Synergy_ZIP=7.52, Synergy_Bliss=7.81, Synergy_Loewe=-3.50, Synergy_HSA=-1.96. (2) Drug 1: CCC(=C(C1=CC=CC=C1)C2=CC=C(C=C2)OCCN(C)C)C3=CC=CC=C3.C(C(=O)O)C(CC(=O)O)(C(=O)O)O. Drug 2: C1CCC(C(C1)N)N.C(=O)(C(=O)[O-])[O-].[Pt+4]. Cell line: IGROV1. Synergy scores: CSS=8.35, Synergy_ZIP=-4.32, Synergy_Bliss=1.51, Synergy_Loewe=-4.83, Synergy_HSA=2.13. (3) Drug 1: CC12CCC3C(C1CCC2O)C(CC4=C3C=CC(=C4)O)CCCCCCCCCS(=O)CCCC(C(F)(F)F)(F)F. Drug 2: CC1=C2C(C(=O)C3(C(CC4C(C3C(C(C2(C)C)(CC1OC(=O)C(C(C5=CC=CC=C5)NC(=O)OC(C)(C)C)O)O)OC(=O)C6=CC=CC=C6)(CO4)OC(=O)C)O)C)O. Cell line: MCF7. Synergy scores: CSS=28.4, Synergy_ZIP=2.88, Synergy_Bliss=3.49, Synergy_Loewe=5.60, Synergy_HSA=4.75. (4) Drug 1: CC1=C(C=C(C=C1)C(=O)NC2=CC(=CC(=C2)C(F)(F)F)N3C=C(N=C3)C)NC4=NC=CC(=N4)C5=CN=CC=C5. Drug 2: CC1C(C(CC(O1)OC2CC(CC3=C2C(=C4C(=C3O)C(=O)C5=CC=CC=C5C4=O)O)(C(=O)C)O)N)O. Cell line: MCF7. Synergy scores: CSS=33.7, Synergy_ZIP=3.40, Synergy_Bliss=2.43, Synergy_Loewe=-22.1, Synergy_HSA=1.13. (5) Drug 2: CC1CCC2CC(C(=CC=CC=CC(CC(C(=O)C(C(C(=CC(C(=O)CC(OC(=O)C3CCCCN3C(=O)C(=O)C1(O2)O)C(C)CC4CCC(C(C4)OC)O)C)C)O)OC)C)C)C)OC. Synergy scores: CSS=39.2, Synergy_ZIP=10.4, Synergy_Bliss=13.7, Synergy_Loewe=1.51, Synergy_HSA=13.7. Drug 1: CS(=O)(=O)C1=CC(=C(C=C1)C(=O)NC2=CC(=C(C=C2)Cl)C3=CC=CC=N3)Cl. Cell line: SNB-19. (6) Drug 1: C1CC(C1)(C(=O)O)C(=O)O.[NH2-].[NH2-].[Pt+2]. Drug 2: C1=CC=C(C=C1)NC(=O)CCCCCCC(=O)NO. Cell line: MOLT-4. Synergy scores: CSS=62.4, Synergy_ZIP=2.30, Synergy_Bliss=4.51, Synergy_Loewe=-0.858, Synergy_HSA=5.94. (7) Drug 1: C1CC(=O)NC(=O)C1N2CC3=C(C2=O)C=CC=C3N. Drug 2: CN(C)C1=NC(=NC(=N1)N(C)C)N(C)C. Cell line: NCI-H226. Synergy scores: CSS=-1.33, Synergy_ZIP=-0.290, Synergy_Bliss=-2.42, Synergy_Loewe=-4.09, Synergy_HSA=-4.86.